Dataset: Forward reaction prediction with 1.9M reactions from USPTO patents (1976-2016). Task: Predict the product of the given reaction. (1) Given the reactants [NH2:1][C:2]1[CH:7]=[CH:6][CH:5]=[CH:4][CH:3]=1.Cl[CH2:9][Si:10]([CH3:15])([O:13][CH3:14])[O:11][CH3:12].[SiH4], predict the reaction product. The product is: [C:2]1([NH:1][CH2:9][Si:10]([CH3:15])([O:13][CH3:14])[O:11][CH3:12])[CH:7]=[CH:6][CH:5]=[CH:4][CH:3]=1. (2) Given the reactants [NH2:1][C:2]1[C:9]([Br:10])=[CH:8][C:7]([Cl:11])=[CH:6][C:3]=1[CH:4]=[O:5].Cl.N([O-])=O.[Na+].[N-:17]=[N+:18]=[N-].[Na+], predict the reaction product. The product is: [N:1]([C:2]1[C:9]([Br:10])=[CH:8][C:7]([Cl:11])=[CH:6][C:3]=1[CH:4]=[O:5])=[N+:17]=[N-:18].